From a dataset of Catalyst prediction with 721,799 reactions and 888 catalyst types from USPTO. Predict which catalyst facilitates the given reaction. (1) Reactant: C(O)(=O)C.[CH:5]1([CH2:8][N:9]([CH2:26][CH:27]2[CH2:29][CH2:28]2)[C:10]2[N:15]=[C:14]3[N:16]([C:20]([CH3:23])([CH3:22])[CH3:21])[N:17]=[C:18]([CH3:19])[C:13]3=[CH:12][C:11]=2[CH:24]=O)[CH2:7][CH2:6]1.[F:30][C:31]([F:45])([F:44])[C:32]1[CH:33]=[C:34]([CH2:42][NH2:43])[CH:35]=[C:36]([C:38]([F:41])([F:40])[F:39])[CH:37]=1.C([BH3-])#N.[Na+]. Product: [F:30][C:31]([F:44])([F:45])[C:32]1[CH:33]=[C:34]([CH:35]=[C:36]([C:38]([F:41])([F:39])[F:40])[CH:37]=1)[CH2:42][NH:43][CH2:24][C:11]1[CH:12]=[C:13]2[C:18]([CH3:19])=[N:17][N:16]([C:20]([CH3:23])([CH3:22])[CH3:21])[C:14]2=[N:15][C:10]=1[N:9]([CH2:26][CH:27]1[CH2:29][CH2:28]1)[CH2:8][CH:5]1[CH2:7][CH2:6]1. The catalyst class is: 5. (2) Reactant: [CH3:1][O:2][C:3](=[O:12])/[CH:4]=[CH:5]/[C:6]1[N:7]([CH3:11])[CH:8]=[CH:9][N:10]=1. Product: [CH3:1][O:2][C:3](=[O:12])[CH2:4][CH2:5][C:6]1[N:7]([CH3:11])[CH:8]=[CH:9][N:10]=1. The catalyst class is: 19. (3) Reactant: [Cl:1][CH2:2][CH:3]([OH:6])[CH2:4][OH:5].[CH2:7]([N:9]([CH2:12][CH3:13])[CH2:10][CH3:11])[CH3:8].C(O)C. Product: [Cl-:1].[OH:6][CH:3]([CH2:4][OH:5])[CH2:2][N+:9]([CH2:12][CH3:13])([CH2:10][CH3:11])[CH2:7][CH3:8]. The catalyst class is: 81. (4) Reactant: [NH:1]1[CH:5]=[CH:4][N:3]=[C:2]1[CH2:6][NH:7][CH2:8][C:9]1[CH:10]=[CH:11][C:12]2[N:16]=[C:15]([CH2:17][CH2:18][CH2:19][CH2:20][N:21]([CH2:25][CH2:26][CH3:27])[CH2:22][CH2:23][CH3:24])[N:14]([CH2:28][CH2:29][CH3:30])[C:13]=2[CH:31]=1.C(O)(=O)C.[CH3:36][N:37]1[CH:41]=[CH:40][N:39]=[C:38]1[CH:42]=O.C([BH3-])#N.[Na+]. Product: [NH:3]1[CH:4]=[CH:5][N:1]=[C:2]1[CH2:6][N:7]([CH2:8][C:9]1[CH:10]=[CH:11][C:12]2[N:16]=[C:15]([CH2:17][CH2:18][CH2:19][CH2:20][N:21]([CH2:22][CH2:23][CH3:24])[CH2:25][CH2:26][CH3:27])[N:14]([CH2:28][CH2:29][CH3:30])[C:13]=2[CH:31]=1)[CH2:42][C:38]1[N:37]([CH3:36])[CH:41]=[CH:40][N:39]=1. The catalyst class is: 5. (5) Reactant: [O:1]1[CH2:6][CH2:5][CH2:4][CH2:3][CH:2]1[O:7][NH:8][C:9]([C:11]1[CH:12]=[C:13]2[C:18](=[CH:19][CH:20]=1)[CH2:17][NH:16][CH2:15][CH2:14]2)=[O:10].[CH3:21][C:22]1[N:23]([CH2:27][CH2:28]C)[CH:24]=[CH:25][N:26]=1.C1C=CC2N([OH:39])N=NC=2C=1.C(Cl)CCl. The catalyst class is: 338. Product: [CH3:21][C:22]1[N:23]([CH2:27][C:28]([N:16]2[CH2:15][CH2:14][C:13]3[C:18](=[CH:19][CH:20]=[C:11]([C:9]([NH:8][O:7][CH:2]4[CH2:3][CH2:4][CH2:5][CH2:6][O:1]4)=[O:10])[CH:12]=3)[CH2:17]2)=[O:39])[CH:24]=[CH:25][N:26]=1.